Dataset: Forward reaction prediction with 1.9M reactions from USPTO patents (1976-2016). Task: Predict the product of the given reaction. (1) Given the reactants [S:1]([N:11]1[C:15]2=[N:16][CH:17]=[C:18]([NH:20][NH:21][C:22]([C@@H:24]3[CH2:28][CH2:27][C@@H:26]([NH:29]C(=O)OC(C)(C)C)[CH2:25]3)=O)[N:19]=[C:14]2[CH:13]=[CH:12]1)([C:4]1[CH:10]=[CH:9][C:7]([CH3:8])=[CH:6][CH:5]=1)(=[O:3])=[O:2].CCN(C(C)C)C(C)C.O=S(Cl)Cl, predict the reaction product. The product is: [S:1]([N:11]1[C:15]2[N:16]=[CH:17][C:18]3[N:19]([C:22]([C@@H:24]4[CH2:28][CH2:27][C@@H:26]([NH2:29])[CH2:25]4)=[N:21][N:20]=3)[C:14]=2[CH:13]=[CH:12]1)([C:4]1[CH:10]=[CH:9][C:7]([CH3:8])=[CH:6][CH:5]=1)(=[O:2])=[O:3]. (2) Given the reactants [BH3-]C#N.[Na+].[Br:5][C:6]1[CH:7]=[C:8]2[C:12](=[CH:13][CH:14]=1)[NH:11][CH:10]=[CH:9]2, predict the reaction product. The product is: [Br:5][C:6]1[CH:7]=[C:8]2[C:12](=[CH:13][CH:14]=1)[NH:11][CH2:10][CH2:9]2. (3) Given the reactants [NH2:1][NH:2][C:3]([C:5]1[C:10]([Br:11])=[CH:9][CH:8]=[CH:7][N:6]=1)=[NH:4].[OH:12][C:13]1[CH:20]=[CH:19][C:18]([OH:21])=[CH:17][C:14]=1[CH:15]=O, predict the reaction product. The product is: [Br:11][C:10]1[C:5]([C:3]2[N:4]=[C:15]([C:14]3[CH:17]=[C:18]([OH:21])[CH:19]=[CH:20][C:13]=3[OH:12])[NH:1][N:2]=2)=[N:6][CH:7]=[CH:8][CH:9]=1. (4) Given the reactants [NH2:1][C@@H:2]1[CH2:7][CH2:6][CH2:5][CH2:4][C@H:3]1[CH2:8][C:9]1[CH:14]=[CH:13][C:12]([N:15]2[S:19](=[O:21])(=[O:20])[N:18]([CH2:22][CH2:23][Si:24]([CH3:27])([CH3:26])[CH3:25])[C:17](=[O:28])[CH2:16]2)=[C:11]([O:29][CH2:30][C:31]2[CH:36]=[CH:35][CH:34]=[CH:33][CH:32]=2)[CH:10]=1.C(N(C(C)C)CC)(C)C.[CH3:46][S:47](Cl)(=[O:49])=[O:48].Cl, predict the reaction product. The product is: [CH2:30]([O:29][C:11]1[CH:10]=[C:9]([CH:14]=[CH:13][C:12]=1[N:15]1[CH2:16][C:17](=[O:28])[N:18]([CH2:22][CH2:23][Si:24]([CH3:26])([CH3:27])[CH3:25])[S:19]1(=[O:21])=[O:20])[CH2:8][C@@H:3]1[CH2:4][CH2:5][CH2:6][CH2:7][C@H:2]1[NH:1][S:47]([CH3:46])(=[O:49])=[O:48])[C:31]1[CH:32]=[CH:33][CH:34]=[CH:35][CH:36]=1. (5) Given the reactants C(C1C=C(NC(NC2C3C(=CC=CC=3)C(OC3C=CN=C([NH:30][C:31]4[CH:36]=[C:35]([S:37]([CH2:40][CH2:41][O:42][CH2:43][CH2:44][O:45][CH2:46][CH2:47][O:48][CH3:49])(=[O:39])=[O:38])[CH:34]=[C:33]([O:50][CH3:51])[CH:32]=4)N=3)=CC=2)=O)N(C2C=CC(C)=CC=2)N=1)(C)C.[H][H], predict the reaction product. The product is: [CH3:51][O:50][C:33]1[CH:32]=[C:31]([CH:36]=[C:35]([S:37]([CH2:40][CH2:41][O:42][CH2:43][CH2:44][O:45][CH2:46][CH2:47][O:48][CH3:49])(=[O:39])=[O:38])[CH:34]=1)[NH2:30]. (6) Given the reactants [Br:1][C:2]1[C:3]([O:12][CH2:13][CH2:14][C:15]2[CH:16]=[N:17][CH:18]=[CH:19][CH:20]=2)=[C:4]([CH:7]=[C:8]([S:10][CH3:11])[CH:9]=1)[CH:5]=O.Cl.[NH2:22][CH2:23][CH2:24][CH2:25][NH:26][C:27]1[NH:32][C:31]2[CH:33]=[CH:34][S:35][C:30]=2[C:29](=[O:36])[CH:28]=1, predict the reaction product. The product is: [Br:1][C:2]1[C:3]([O:12][CH2:13][CH2:14][C:15]2[CH:16]=[N:17][CH:18]=[CH:19][CH:20]=2)=[C:4]([CH:7]=[C:8]([S:10][CH3:11])[CH:9]=1)[CH2:5][NH:22][CH2:23][CH2:24][CH2:25][NH:26][C:27]1[NH:32][C:31]2[CH:33]=[CH:34][S:35][C:30]=2[C:29](=[O:36])[CH:28]=1. (7) Given the reactants [CH2:1]([NH:3][C:4]1[CH:9]=[CH:8][CH:7]=[CH:6][CH:5]=1)[CH3:2].FC(F)(F)S([O-])(=O)=O.[Br:18][C:19]1[CH:20]=[C:21]2[C:26](=[CH:27][CH:28]=1)[NH:25][C:24](=[O:29])[C:23]([I+]C1C=CC=CC=1)=[C:22]2[OH:37], predict the reaction product. The product is: [Br:18][C:19]1[CH:20]=[C:21]2[C:26](=[CH:27][CH:28]=1)[NH:25][C:24](=[O:29])[C:23]([N:3]([CH2:1][CH3:2])[C:4]1[CH:9]=[CH:8][CH:7]=[CH:6][CH:5]=1)=[C:22]2[OH:37]. (8) Given the reactants Cl[C:2]1[N:7]=[C:6]([O:8][C:9]2[C:18]3[C:13](=[CH:14][CH:15]=[CH:16][CH:17]=3)[C:12]([NH:19][C:20](=[O:26])[O:21][C:22]([CH3:25])([CH3:24])[CH3:23])=[CH:11][CH:10]=2)[CH:5]=[CH:4][N:3]=1.[NH2:27][C:28]1[CH:33]=[CH:32][C:31]([P:34]([CH3:39])(=[O:38])[O:35][CH2:36][CH3:37])=[C:30]([O:40][CH3:41])[CH:29]=1, predict the reaction product. The product is: [CH2:36]([O:35][P:34]([C:31]1[CH:32]=[CH:33][C:28]([NH:27][C:2]2[N:7]=[C:6]([O:8][C:9]3[C:18]4[C:13](=[CH:14][CH:15]=[CH:16][CH:17]=4)[C:12]([NH:19][C:20](=[O:26])[O:21][C:22]([CH3:25])([CH3:24])[CH3:23])=[CH:11][CH:10]=3)[CH:5]=[CH:4][N:3]=2)=[CH:29][C:30]=1[O:40][CH3:41])([CH3:39])=[O:38])[CH3:37]. (9) Given the reactants [Cl:1][C:2]1[N:7]=[C:6](Cl)[CH:5]=[CH:4][N:3]=1.[C:9]1([S:15]([N:18]2[C:26]3[C:21](=[CH:22][CH:23]=[CH:24][CH:25]=3)[C:20](B(O)O)=[CH:19]2)(=[O:17])=[O:16])[CH:14]=[CH:13][CH:12]=[CH:11][CH:10]=1.C(=O)([O-])[O-].[Na+].[Na+], predict the reaction product. The product is: [C:9]1([S:15]([N:18]2[C:26]3[C:21](=[CH:22][CH:23]=[CH:24][CH:25]=3)[C:20]([C:6]3[CH:5]=[CH:4][N:3]=[C:2]([Cl:1])[N:7]=3)=[CH:19]2)(=[O:17])=[O:16])[CH:10]=[CH:11][CH:12]=[CH:13][CH:14]=1. (10) Given the reactants [O:1]=[C:2]1[N:8]([CH:9]2[CH2:14][CH2:13][N:12]([C:15]([O:17][C@H:18]([CH2:40][C:41]3[CH:46]=[CH:45][C:44]([Cl:47])=[C:43]([Cl:48])[CH:42]=3)[C:19]([N:21]3[CH2:26][CH2:25][N:24]([CH:27]4[CH2:32][CH2:31][N:30](C(OC(C)(C)C)=O)[CH2:29][CH2:28]4)[CH2:23][CH2:22]3)=[O:20])=[O:16])[CH2:11][CH2:10]2)[CH2:7][CH2:6][C:5]2[CH:49]=[CH:50][CH:51]=[CH:52][C:4]=2[NH:3]1, predict the reaction product. The product is: [O:1]=[C:2]1[N:8]([CH:9]2[CH2:14][CH2:13][N:12]([C:15]([O:17][C@H:18]([CH2:40][C:41]3[CH:46]=[CH:45][C:44]([Cl:47])=[C:43]([Cl:48])[CH:42]=3)[C:19](=[O:20])[N:21]3[CH2:26][CH2:25][N:24]([CH:27]4[CH2:28][CH2:29][NH:30][CH2:31][CH2:32]4)[CH2:23][CH2:22]3)=[O:16])[CH2:11][CH2:10]2)[CH2:7][CH2:6][C:5]2[CH:49]=[CH:50][CH:51]=[CH:52][C:4]=2[NH:3]1.